From a dataset of Full USPTO retrosynthesis dataset with 1.9M reactions from patents (1976-2016). Predict the reactants needed to synthesize the given product. (1) Given the product [Cl:28][C:29]1[CH:30]=[C:31]([C:32]([N:8]2[CH2:13][CH2:12][C@H:11]([N:25]3[CH2:26][CH2:27][N:22]([CH3:21])[CH2:23][CH2:24]3)[C@H:10]([C:15]3[CH:16]=[CH:17][CH:18]=[CH:19][CH:20]=3)[CH2:9]2)=[O:33])[CH:35]=[C:36]([Cl:38])[CH:37]=1, predict the reactants needed to synthesize it. The reactants are: C([N:8]1[CH2:13][CH2:12][C:11](=O)[CH:10]([C:15]2[CH:20]=[CH:19][CH:18]=[CH:17][CH:16]=2)[CH2:9]1)C1C=CC=CC=1.[CH3:21][N:22]1[CH2:27][CH2:26][NH:25][CH2:24][CH2:23]1.[Cl:28][C:29]1[CH:30]=[C:31]([CH:35]=[C:36]([Cl:38])[CH:37]=1)[C:32](Cl)=[O:33]. (2) Given the product [CH2:1]([C:8]1[CH:9]=[N:10][C:11]2[C:16]([C:17]=1[C:18]1[CH:19]=[C:20]([NH:24][CH2:36][C:33]3[CH:34]=[N:35][C:30]([Br:29])=[CH:31][CH:32]=3)[CH:21]=[CH:22][CH:23]=1)=[CH:15][CH:14]=[CH:13][C:12]=2[C:25]([F:28])([F:26])[F:27])[C:2]1[CH:3]=[CH:4][CH:5]=[CH:6][CH:7]=1, predict the reactants needed to synthesize it. The reactants are: [CH2:1]([C:8]1[CH:9]=[N:10][C:11]2[C:16]([C:17]=1[C:18]1[CH:19]=[C:20]([NH2:24])[CH:21]=[CH:22][CH:23]=1)=[CH:15][CH:14]=[CH:13][C:12]=2[C:25]([F:28])([F:27])[F:26])[C:2]1[CH:7]=[CH:6][CH:5]=[CH:4][CH:3]=1.[Br:29][C:30]1[N:35]=[CH:34][C:33]([CH:36]=O)=[CH:32][CH:31]=1.